This data is from Peptide-MHC class II binding affinity with 134,281 pairs from IEDB. The task is: Regression. Given a peptide amino acid sequence and an MHC pseudo amino acid sequence, predict their binding affinity value. This is MHC class II binding data. (1) The peptide sequence is ADYLRMWIQAATVMS. The MHC is HLA-DPA10201-DPB11401 with pseudo-sequence HLA-DPA10201-DPB11401. The binding affinity (normalized) is 0.781. (2) The peptide sequence is GPGSTGLNITGVTCG. The MHC is DRB3_0202 with pseudo-sequence DRB3_0202. The binding affinity (normalized) is 0. (3) The peptide sequence is SGLFQFIFFLLLAGR. The MHC is H-2-IAb with pseudo-sequence H-2-IAb. The binding affinity (normalized) is 0. (4) The peptide sequence is STGGAYDTYKCIPSL. The MHC is DRB1_1101 with pseudo-sequence DRB1_1101. The binding affinity (normalized) is 0.256. (5) The peptide sequence is ATTANVPPADKYKTF. The MHC is HLA-DQA10501-DQB10201 with pseudo-sequence HLA-DQA10501-DQB10201. The binding affinity (normalized) is 0.193.